Task: Predict the reactants needed to synthesize the given product.. Dataset: Full USPTO retrosynthesis dataset with 1.9M reactions from patents (1976-2016) (1) Given the product [Cl:17][C:11]1[C:12]([N:14]([CH3:16])[CH3:15])=[CH:13][C:8]2[N:7]=[C:21]([C:23]3[CH:28]=[CH:27][CH:26]=[C:25]([N:29]4[C:33]([CH2:34][N:35]([CH3:37])[CH3:36])=[CH:32][N:31]=[N:30]4)[CH:24]=3)[CH2:20][C:19](=[O:38])[NH:18][C:9]=2[CH:10]=1, predict the reactants needed to synthesize it. The reactants are: C(OC(=O)[NH:7][C:8]1[CH:13]=[C:12]([N:14]([CH3:16])[CH3:15])[C:11]([Cl:17])=[CH:10][C:9]=1[NH:18][C:19](=[O:38])[CH2:20][C:21]([C:23]1[CH:28]=[CH:27][CH:26]=[C:25]([N:29]2[C:33]([CH2:34][N:35]([CH3:37])[CH3:36])=[CH:32][N:31]=[N:30]2)[CH:24]=1)=O)(C)(C)C.C(O)(C(F)(F)F)=O. (2) Given the product [CH3:21][N:25]([CH3:24])[C:2]1[CH:3]=[C:4]([C:11]2[S:12][C:13]3[CH:19]([OH:20])[CH2:18][CH2:17][CH2:16][C:14]=3[N:15]=2)[CH:5]=[CH:6][C:7]=1[N:8]([CH3:10])[CH3:9], predict the reactants needed to synthesize it. The reactants are: N[C:2]1[CH:3]=[C:4]([C:11]2[S:12][C:13]3[CH:19]([OH:20])[CH2:18][CH2:17][CH2:16][C:14]=3[N:15]=2)[CH:5]=[CH:6][C:7]=1[N:8]([CH3:10])[CH3:9].[CH2:21]=O.[BH3-][C:24]#[N:25].[Na+]. (3) Given the product [OH:51][C:42]1[CH:43]=[CH:44][C:45]([C:47]([F:48])([F:49])[F:50])=[CH:46][C:41]=1[CH:26]1[C:34]2[C:29](=[CH:30][CH:31]=[CH:32][CH:33]=2)[N:28]([CH2:35][CH2:36][CH2:37][CH2:38][CH3:39])[C:27]1=[O:40], predict the reactants needed to synthesize it. The reactants are: BrC1C=CC(O)=C(C2(O)C3C(=CC=CC=3)N(CCCCC)C2=O)C=1.O[C:26]1([C:41]2[CH:46]=[C:45]([C:47]([F:50])([F:49])[F:48])[CH:44]=[CH:43][C:42]=2[OH:51])[C:34]2[C:29](=[CH:30][CH:31]=[CH:32][CH:33]=2)[N:28]([CH2:35][CH2:36][CH2:37][CH2:38][CH3:39])[C:27]1=[O:40]. (4) Given the product [CH2:62]([O:64][C:65](=[O:74])[CH2:66][C@H:67]1[CH2:68][CH2:69][C@H:70]([NH:73][C:8](=[O:10])[CH:7]([CH:1]2[CH2:6][CH2:5][CH2:4][CH2:3][CH2:2]2)[N:11]2[C:15]3[CH:16]=[CH:17][C:18]([F:20])=[CH:19][C:14]=3[N:13]=[C:12]2[C@H:21]([O:28][CH3:29])[C:22]2[CH:23]=[CH:24][CH:25]=[CH:26][CH:27]=2)[CH2:71][CH2:72]1)[CH3:63], predict the reactants needed to synthesize it. The reactants are: [CH:1]1([CH:7]([N:11]2[C:15]3[CH:16]=[CH:17][C:18]([F:20])=[CH:19][C:14]=3[N:13]=[C:12]2[C@H:21]([O:28][CH3:29])[C:22]2[CH:27]=[CH:26][CH:25]=[CH:24][CH:23]=2)[C:8]([OH:10])=O)[CH2:6][CH2:5][CH2:4][CH2:3][CH2:2]1.C(N(CC)CC)C.CN(C(ON1N=NC2C=CC=NC1=2)=[N+](C)C)C.F[P-](F)(F)(F)(F)F.Cl.[CH2:62]([O:64][C:65](=[O:74])[CH2:66][C@H:67]1[CH2:72][CH2:71][C@H:70]([NH2:73])[CH2:69][CH2:68]1)[CH3:63]. (5) The reactants are: C[O:2][C:3](=[O:30])[C:4]([CH3:29])([NH:6][C:7]([C:9]1[CH:18]=[CH:17][C:16]2[C:11](=[CH:12][CH:13]=[CH:14][CH:15]=2)[C:10]=1[CH2:19][CH2:20][CH2:21][CH2:22][C:23]1[CH:28]=[CH:27][CH:26]=[CH:25][CH:24]=1)=[O:8])[CH3:5].[OH-].[Na+].Cl. Given the product [CH3:29][C:4]([NH:6][C:7]([C:9]1[CH:18]=[CH:17][C:16]2[C:11](=[CH:12][CH:13]=[CH:14][CH:15]=2)[C:10]=1[CH2:19][CH2:20][CH2:21][CH2:22][C:23]1[CH:24]=[CH:25][CH:26]=[CH:27][CH:28]=1)=[O:8])([CH3:5])[C:3]([OH:30])=[O:2], predict the reactants needed to synthesize it. (6) Given the product [C:16]([C:18]1[CH:23]=[CH:22][C:21]([C:2]2[CH:3]=[C:4]([F:15])[CH:5]=[C:6]3[C:10]=2[NH:9][C:8]([C:11]([NH2:13])=[O:12])=[C:7]3[CH3:14])=[CH:20][CH:19]=1)#[N:17], predict the reactants needed to synthesize it. The reactants are: Br[C:2]1[CH:3]=[C:4]([F:15])[CH:5]=[C:6]2[C:10]=1[NH:9][C:8]([C:11]([NH2:13])=[O:12])=[C:7]2[CH3:14].[C:16]([C:18]1[CH:23]=[CH:22][C:21](B(O)O)=[CH:20][CH:19]=1)#[N:17]. (7) Given the product [O:24]=[C:22]1[C:19]2[C:20](=[CH:10][CH:5]=[CH:6][CH:7]=2)[C:12](=[O:14])[CH:11]1[C:8]1[CH:7]=[CH:6][C:5]([NH:4][C:1](=[O:3])[CH3:2])=[CH:10][CH:9]=1, predict the reactants needed to synthesize it. The reactants are: [C:1]([NH:4][C:5]1[CH:10]=[CH:9][C:8]([CH2:11][C:12]([OH:14])=O)=[CH:7][CH:6]=1)(=[O:3])[CH3:2].C(O[C:19](=O)[CH3:20])(=O)C.[C:22](=[O:24])=O.